Dataset: Forward reaction prediction with 1.9M reactions from USPTO patents (1976-2016). Task: Predict the product of the given reaction. (1) The product is: [Cl:22][C:17]1[C:16]2[C:21](=[C:12]3[C:13](=[CH:14][CH:15]=2)[C:4]2[C:3](=[CH:2][CH:7]=[CH:6][CH:5]=2)[S:8](=[O:10])(=[O:9])[NH:11]3)[N:20]=[CH:19][CH:18]=1. Given the reactants N[C:2]1[CH:7]=[CH:6][CH:5]=[CH:4][C:3]=1[S:8]([NH:11][C:12]1[CH:13]=[CH:14][CH:15]=[C:16]2[C:21]=1[N:20]=[CH:19][CH:18]=[C:17]2[Cl:22])(=[O:10])=[O:9].N(OC(C)(C)C)=O, predict the reaction product. (2) Given the reactants P(OCC)(OCC)(O[CH2:4][C:5]1[CH:10]=[CH:9][C:8]([Cl:11])=[CH:7][CH:6]=1)=O.[CH:18]([C:20]1[C:21](B(O)O)=[CH:22][S:23][CH:24]=1)=[O:19].ClC1C=CC(CC2SC(C=O)=CC=2)=CC=1, predict the reaction product. The product is: [Cl:11][C:8]1[CH:7]=[CH:6][C:5]([CH2:4][C:21]2[C:20]([CH:18]=[O:19])=[CH:24][S:23][CH:22]=2)=[CH:10][CH:9]=1. (3) The product is: [NH2:1][C:2]1[CH:10]=[C:9]([Cl:11])[CH:8]=[CH:7][C:3]=1[C:4]([NH2:18])=[O:5]. Given the reactants [NH2:1][C:2]1[CH:10]=[C:9]([Cl:11])[CH:8]=[CH:7][C:3]=1[C:4](O)=[O:5].C1C=CC2N(O)N=[N:18]C=2C=1.CCN(C(C)C)C(C)C.CCN=C=NCCCN(C)C.N.CO, predict the reaction product. (4) Given the reactants [CH:1]1([CH2:7][CH2:8][CH2:9][C@@H:10]([C:15]2[O:19][N:18]=[C:17]([C:20]([O:22]CC)=O)[N:16]=2)[CH2:11][C:12]([OH:14])=O)[CH2:6][CH2:5][CH2:4][CH2:3][CH2:2]1.[CH:25]([NH2:28])([CH3:27])[CH3:26].CN1CCOCC1.ClC(OCC(C)C)=O.C[Si](C)(C)[O:46][NH2:47].FC(F)(F)C(O)=O, predict the reaction product. The product is: [CH:1]1([CH2:7][CH2:8][CH2:9][C@@H:10]([C:15]2[O:19][N:18]=[C:17]([C:20]([NH:28][CH:25]([CH3:27])[CH3:26])=[O:22])[N:16]=2)[CH2:11][C:12]([NH:47][OH:46])=[O:14])[CH2:2][CH2:3][CH2:4][CH2:5][CH2:6]1.